From a dataset of Reaction yield outcomes from USPTO patents with 853,638 reactions. Predict the reaction yield, written as a fraction of the theoretical maximum amount of product (1.0 means a 100% yield; for example, 0.34 means a 34% yield). (1) The yield is 0.980. The reactants are [N:1]12[CH2:8][CH2:7][CH:4]([CH2:5][CH2:6]1)[C@@H:3]([OH:9])[CH2:2]2.[Cl:10][C:11](OC(Cl)(Cl)Cl)=[O:12]. The product is [ClH:10].[C:11]([Cl:10])(=[O:12])[O:9][C@@H:3]1[CH:4]2[CH2:7][CH2:8][N:1]([CH2:6][CH2:5]2)[CH2:2]1. The catalyst is C(#N)C. (2) The reactants are [CH:1]1[N:5]=[CH:4][NH:3][C:2]=1/[CH:6]=[CH:7]/[C:8]([OH:10])=[O:9]. The catalyst is O.[Pd]. The product is [NH:5]1[CH:1]=[C:2]([CH2:6][CH2:7][C:8]([OH:10])=[O:9])[N:3]=[CH:4]1. The yield is 0.960. (3) The reactants are [Cl:1][C:2]1[C:10]2[C:5](=[CH:6][C:7]([S:11]([N:14]3[CH2:19][C:18](=[O:20])[N:17]([CH2:21][CH:22]4[CH2:27][CH2:26][N:25]([C:28]5[CH:33]=[CH:32][C:31](=[O:34])[N:30]([CH3:35])[N:29]=5)[CH2:24][CH2:23]4)[CH:16]([C:36]([OH:38])=[O:37])[CH2:15]3)(=[O:13])=[O:12])=[CH:8][CH:9]=2)[NH:4][CH:3]=1.[C:39](OC(O[C:39]([CH3:42])([CH3:41])[CH3:40])N(C)C)([CH3:42])([CH3:41])[CH3:40]. The catalyst is C1(C)C=CC=CC=1. The product is [C:39]([O:37][C:36]([CH:16]1[CH2:15][N:14]([S:11]([C:7]2[CH:6]=[C:5]3[C:10]([C:2]([Cl:1])=[CH:3][NH:4]3)=[CH:9][CH:8]=2)(=[O:12])=[O:13])[CH2:19][C:18](=[O:20])[N:17]1[CH2:21][CH:22]1[CH2:27][CH2:26][N:25]([C:28]2[CH:33]=[CH:32][C:31](=[O:34])[N:30]([CH3:35])[N:29]=2)[CH2:24][CH2:23]1)=[O:38])([CH3:42])([CH3:41])[CH3:40]. The yield is 0.270. (4) The reactants are Br[C:2]1[CH:3]=[C:4]([CH:7]=[CH:8][C:9]=1[O:10][C:11]1[CH:16]=[CH:15][CH:14]=[CH:13][CH:12]=1)[CH:5]=[O:6].[CH3:17][C:18]1[CH:23]=[C:22]([O:24][CH2:25][CH2:26][CH2:27][S:28][CH3:29])[CH:21]=[C:20]([CH3:30])[C:19]=1B(O)O.C1(P(C2CCCCC2)C2C=CC=CC=2C2C(OC)=CC=CC=2OC)CCCCC1.P([O-])([O-])([O-])=O.[K+].[K+].[K+]. The catalyst is C1(C)C=CC=CC=1.O.C(OCC)(=O)C.C1C=CC(/C=C/C(/C=C/C2C=CC=CC=2)=O)=CC=1.C1C=CC(/C=C/C(/C=C/C2C=CC=CC=2)=O)=CC=1.C1C=CC(/C=C/C(/C=C/C2C=CC=CC=2)=O)=CC=1.[Pd].[Pd]. The product is [CH3:17][C:18]1[CH:23]=[C:22]([O:24][CH2:25][CH2:26][CH2:27][S:28][CH3:29])[CH:21]=[C:20]([CH3:30])[C:19]=1[C:2]1[C:9]([O:10][C:11]2[CH:16]=[CH:15][CH:14]=[CH:13][CH:12]=2)=[CH:8][CH:7]=[C:4]([CH:5]=[O:6])[CH:3]=1. The yield is 0.700. (5) The reactants are [O:1]([C:5]1[CH:10]=[CH:9][C:8]([N+:11]([O-])=O)=[CH:7][N:6]=1)[CH:2]([CH3:4])[CH3:3]. The catalyst is C(O)(=O)C.CCOC(C)=O.[Fe]. The product is [O:1]([C:5]1[CH:10]=[CH:9][C:8]([NH2:11])=[CH:7][N:6]=1)[CH:2]([CH3:4])[CH3:3]. The yield is 0.990.